Predict the reactants needed to synthesize the given product. From a dataset of Full USPTO retrosynthesis dataset with 1.9M reactions from patents (1976-2016). (1) Given the product [OH:2][C:3]1[CH:4]=[C:5]2[C:10](=[CH:11][CH:12]=1)[C:9]([O:13][C:14]1[CH:15]=[CH:16][C:17](/[CH:20]=[CH:21]/[C:22]([OH:24])=[O:23])=[CH:18][CH:19]=1)=[C:8]([C:25]1[CH:30]=[CH:29][CH:28]=[CH:27][CH:26]=1)[C:7]([CH2:31][CH2:32][C:33]([F:34])([F:35])[F:36])=[CH:6]2, predict the reactants needed to synthesize it. The reactants are: C[O:2][C:3]1[CH:4]=[C:5]2[C:10](=[CH:11][CH:12]=1)[C:9]([O:13][C:14]1[CH:19]=[CH:18][C:17](/[CH:20]=[CH:21]/[C:22]([OH:24])=[O:23])=[CH:16][CH:15]=1)=[C:8]([C:25]1[CH:30]=[CH:29][CH:28]=[CH:27][CH:26]=1)[C:7]([CH2:31][CH2:32][C:33]([F:36])([F:35])[F:34])=[CH:6]2.B(Br)(Br)Br. (2) Given the product [CH3:38][C:5]([O:7][C:8]1[CH:13]=[CH:12][C:11]([O:14][CH2:15][CH2:16][C:17]2[N:18]=[C:19]([C:23]3[CH:24]=[CH:25][C:26]([B:29]4[O:33][C:32]([CH3:35])([CH3:34])[C:31]([CH3:37])([CH3:36])[O:30]4)=[CH:27][CH:28]=3)[O:20][C:21]=2[CH3:22])=[CH:10][CH:9]=1)([CH3:6])[C:4]([OH:39])=[O:3], predict the reactants needed to synthesize it. The reactants are: C([O:3][C:4](=[O:39])[C:5]([CH3:38])([O:7][C:8]1[CH:13]=[CH:12][C:11]([O:14][CH2:15][CH2:16][C:17]2[N:18]=[C:19]([C:23]3[CH:28]=[CH:27][C:26]([B:29]4[O:33][C:32]([CH3:35])([CH3:34])[C:31]([CH3:37])([CH3:36])[O:30]4)=[CH:25][CH:24]=3)[O:20][C:21]=2[CH3:22])=[CH:10][CH:9]=1)[CH3:6])C.Cl. (3) Given the product [CH3:7][C:8]1[CH:9]=[C:10]([NH:14][C:15]2[NH:17][CH:20]=[C:21]([C:23]3[CH:28]=[CH:27][N:26]=[CH:25][CH:24]=3)[N:16]=2)[CH:11]=[CH:12][CH:13]=1, predict the reactants needed to synthesize it. The reactants are: [OH-].[K+].[N+]([O-])(O)=O.[CH3:7][C:8]1[CH:9]=[C:10]([NH:14][C:15]([NH2:17])=[NH:16])[CH:11]=[CH:12][CH:13]=1.Br.Br[CH2:20][C:21]([C:23]1[CH:28]=[CH:27][N:26]=[CH:25][CH:24]=1)=O.CCN(CC)CC.